From a dataset of Catalyst prediction with 721,799 reactions and 888 catalyst types from USPTO. Predict which catalyst facilitates the given reaction. (1) Reactant: [CH:1]1[C:11]2[CH2:10][C:9]3([CH2:15][CH2:14][CH:13]([N:16]4[CH2:21][CH:20]=[C:19]([C:22]([O:24]C)=[O:23])[CH2:18][CH2:17]4)[CH2:12]3)[C:8]3[CH:26]=[CH:27][CH:28]=[CH:29][C:7]=3[CH2:6][C:5]=2[CH:4]=[CH:3][CH:2]=1.O. Product: [CH:1]1[C:11]2[CH2:10][C:9]3([CH2:15][CH2:14][CH:13]([N:16]4[CH2:17][CH:18]=[C:19]([C:22]([OH:24])=[O:23])[CH2:20][CH2:21]4)[CH2:12]3)[C:8]3[CH:26]=[CH:27][CH:28]=[CH:29][C:7]=3[CH2:6][C:5]=2[CH:4]=[CH:3][CH:2]=1. The catalyst class is: 5. (2) Reactant: Br[C:2]1[C:3]2[C:8]([C:9]3[CH:10]=[CH:11][CH:12]=[CH:13][C:14]=3[CH:15]=1)=[CH:7][CH:6]=[CH:5][CH:4]=2.[CH:16]([C:18]1[CH:23]=[CH:22][CH:21]=[CH:20][C:19]=1B(O)O)=[O:17].C(=O)([O-])[O-].[Na+].[Na+]. Product: [CH:16]([C:18]1[CH:23]=[CH:22][CH:21]=[CH:20][C:19]=1[C:2]1[C:3]2[C:8]([C:9]3[CH:10]=[CH:11][CH:12]=[CH:13][C:14]=3[CH:15]=1)=[CH:7][CH:6]=[CH:5][CH:4]=2)=[O:17]. The catalyst class is: 216. (3) Reactant: [Br:1][C:2]1[CH:3]=[C:4]2[C:7](=[CH:8][CH:9]=1)[C:6](=[O:10])[CH2:5]2.[C:11]1([Mg]Br)[CH:16]=[CH:15][CH:14]=[CH:13][CH:12]=1. Product: [Br:1][C:2]1[CH:3]=[C:4]2[C:7](=[CH:8][CH:9]=1)[C:6]([C:11]1[CH:16]=[CH:15][CH:14]=[CH:13][CH:12]=1)([OH:10])[CH2:5]2. The catalyst class is: 27. (4) Reactant: [Cl:1][CH2:2][C:3]1[N:7]=[C:6]([C:8]2[CH:13]=[CH:12][CH:11]=[CH:10][CH:9]=2)[O:5][N:4]=1.[C:14]1([CH:20]([NH:32][C:33]2[CH:38]=[CH:37][CH:36]=[CH:35][C:34]=2[CH3:39])[C:21]([O:23][C@@H:24]2[CH:29]3[CH2:30][CH2:31][N:26]([CH2:27][CH2:28]3)[CH2:25]2)=[O:22])[CH:19]=[CH:18][CH:17]=[CH:16][CH:15]=1. Product: [Cl-:1].[C:8]1([C:6]2[O:5][N:4]=[C:3]([CH2:2][N+:26]34[CH2:27][CH2:28][CH:29]([CH2:30][CH2:31]3)[C@@H:24]([O:23][C:21](=[O:22])[CH:20]([C:14]3[CH:19]=[CH:18][CH:17]=[CH:16][CH:15]=3)[NH:32][C:33]3[CH:38]=[CH:37][CH:36]=[CH:35][C:34]=3[CH3:39])[CH2:25]4)[N:7]=2)[CH:13]=[CH:12][CH:11]=[CH:10][CH:9]=1. The catalyst class is: 115.